This data is from Reaction yield outcomes from USPTO patents with 853,638 reactions. The task is: Predict the reaction yield, written as a fraction of the theoretical maximum amount of product (1.0 means a 100% yield; for example, 0.34 means a 34% yield). (1) The reactants are [C:9](O[C:9]([O:11][C:12]([CH3:15])([CH3:14])[CH3:13])=[O:10])([O:11][C:12]([CH3:15])([CH3:14])[CH3:13])=[O:10].[CH:16]1[C:21]([CH2:22][CH:23]([NH2:26])[CH2:24][OH:25])=[CH:20][C:19]([F:27])=[C:18]([F:28])[CH:17]=1. The catalyst is C(Cl)(Cl)Cl. The product is [C:12]([O:11][C:9](=[O:10])[NH:26][CH:23]([CH2:22][C:21]1[CH:16]=[CH:17][C:18]([F:28])=[C:19]([F:27])[CH:20]=1)[CH2:24][OH:25])([CH3:13])([CH3:14])[CH3:15]. The yield is 0.990. (2) The reactants are O=[C:2]([CH2:8][CH3:9])[CH2:3][C:4]([O:6][CH3:7])=[O:5].[F:10][C:11]([F:20])([F:19])[C:12]1[CH:18]=[CH:17][C:15]([NH2:16])=[CH:14][CH:13]=1. The catalyst is CC(O)C. The product is [F:10][C:11]([F:19])([F:20])[C:12]1[CH:13]=[CH:14][C:15]([NH:16][C@H:2]([CH2:8][CH3:9])[CH2:3][C:4]([O:6][CH3:7])=[O:5])=[CH:17][CH:18]=1. The yield is 0.103. (3) The product is [CH3:21][O:20][C:16]1[CH:15]=[C:14]2[C:19]([C:11]3[CH:10]=[C:9]([OH:8])[N:23]=[C:22]([CH3:24])[C:12]=3[NH:13]2)=[CH:18][CH:17]=1. The reactants are C([O:8][C:9]1[N:23]=[C:22]([CH3:24])[C:12]2[NH:13][C:14]3[C:19]([C:11]=2[CH:10]=1)=[CH:18][CH:17]=[C:16]([O:20][CH3:21])[CH:15]=3)C1C=CC=CC=1. The yield is 0.920. The catalyst is C1COCC1.[Pd]. (4) The reactants are [CH3:1][O:2][CH2:3][CH2:4][CH2:5][O:6][C:7]1[CH:12]=[CH:11][N:10]=[C:9]([CH2:13][S:14][C:15]2[NH:19][C:18]3[CH:20]=[CH:21][CH:22]=[CH:23][C:17]=3[N:16]=2)[C:8]=1[CH3:24].[OH-:25].[Na+]. The catalyst is ClCCl. The product is [CH3:1][O:2][CH2:3][CH2:4][CH2:5][O:6][C:7]1[CH:12]=[CH:11][N:10]=[C:9]([CH2:13][S:14]([C:15]2[NH:16][C:17]3[CH:23]=[CH:22][CH:21]=[CH:20][C:18]=3[N:19]=2)=[O:25])[C:8]=1[CH3:24]. The yield is 0.417. (5) The reactants are Cl[C:2]1[CH:3]=[CH:4][C:5]([N+:9]([O-:11])=[O:10])=[C:6]([NH2:8])[CH:7]=1.[CH3:12][N:13]1[CH2:18][CH2:17][NH:16][CH2:15][CH2:14]1.C(=O)([O-])[O-].[K+].[K+].O. The catalyst is CN(C)C=O. The product is [CH3:12][N:13]1[CH2:18][CH2:17][N:16]([C:2]2[CH:3]=[CH:4][C:5]([N+:9]([O-:11])=[O:10])=[C:6]([NH2:8])[CH:7]=2)[CH2:15][CH2:14]1. The yield is 0.540.